This data is from Full USPTO retrosynthesis dataset with 1.9M reactions from patents (1976-2016). The task is: Predict the reactants needed to synthesize the given product. (1) Given the product [Cl:16][C:17]1[CH:18]=[C:19]([CH:23]=[C:24]([C:34]#[N:35])[C:25]=1[CH2:26][N:27]1[CH2:32][CH2:31][N:30]([CH3:33])[CH2:29][CH2:28]1)[C:20]([NH:9][CH2:8][C:7]1[CH:10]=[C:3]([Cl:2])[CH:4]=[CH:5][C:6]=1[S:11]([CH2:14][CH3:15])(=[O:13])=[O:12])=[O:21], predict the reactants needed to synthesize it. The reactants are: Cl.[Cl:2][C:3]1[CH:4]=[CH:5][C:6]([S:11]([CH2:14][CH3:15])(=[O:13])=[O:12])=[C:7]([CH:10]=1)[CH2:8][NH2:9].[Cl:16][C:17]1[CH:18]=[C:19]([CH:23]=[C:24]([C:34]#[N:35])[C:25]=1[CH2:26][N:27]1[CH2:32][CH2:31][N:30]([CH3:33])[CH2:29][CH2:28]1)[C:20](O)=[O:21].CC(OC(N1CCN(CC2C=CC(C([O-])=O)=CC=2C(F)(F)F)CC1)=O)(C)C. (2) Given the product [O:20]1[CH:2]=[CH:1][C:30]2[C:29](=[O:31])[C:28]3[C:23]([C:22](=[O:32])[C:21]1=2)=[CH:24][CH:25]=[CH:26][CH:27]=3, predict the reactants needed to synthesize it. The reactants are: [CH:1](S(C)(=O)=O)=[CH2:2].BrBr.N12CCCN=C1CCCCC2.[OH:20][C:21]1[C:22](=[O:32])[C:23]2[C:28]([C:29](=[O:31])[CH:30]=1)=[CH:27][CH:26]=[CH:25][CH:24]=2. (3) Given the product [ClH:42].[CH2:1]([O:8][C:9]1[CH:10]=[CH:11][C:12]([NH:15][C:16]2[C:25]3[C:20](=[CH:21][CH:22]=[C:23]([C:26]4[O:29][N:28]=[C:31]([CH3:32])[CH:27]=4)[CH:24]=3)[N:19]=[CH:18][N:17]=2)=[CH:13][CH:14]=1)[C:2]1[CH:7]=[CH:6][CH:5]=[CH:4][CH:3]=1, predict the reactants needed to synthesize it. The reactants are: [CH2:1]([O:8][C:9]1[CH:14]=[CH:13][C:12]([NH:15][C:16]2[C:25]3[C:20](=[CH:21][CH:22]=[C:23]([C:26]#[CH:27])[CH:24]=3)[N:19]=[CH:18][N:17]=2)=[CH:11][CH:10]=1)[C:2]1[CH:7]=[CH:6][CH:5]=[CH:4][CH:3]=1.[N+:28]([CH2:31][CH3:32])([O-])=[O:29].C1(N=C=O)C=CC=CC=1.[ClH:42]. (4) Given the product [Cl:12][CH2:11][C@@H:10]([OH:13])[C@@H:9]([NH:8][C:2](=[O:3])[CH3:1])[CH2:14][C:15]1[CH:16]=[CH:17][C:18]([NH:21][C:22]2[CH:27]=[C:26]([C:28]3[CH:33]=[CH:32][CH:31]=[CH:30][CH:29]=3)[N:25]=[CH:24][N:23]=2)=[CH:19][CH:20]=1, predict the reactants needed to synthesize it. The reactants are: [CH3:1][C:2](OC(C)=O)=[O:3].[NH2:8][C@@H:9]([CH2:14][C:15]1[CH:20]=[CH:19][C:18]([NH:21][C:22]2[CH:27]=[C:26]([C:28]3[CH:33]=[CH:32][CH:31]=[CH:30][CH:29]=3)[N:25]=[CH:24][N:23]=2)=[CH:17][CH:16]=1)[C@H:10]([OH:13])[CH2:11][Cl:12]. (5) The reactants are: Cl.[CH2:2]([O:4][C:5](=[O:14])[CH2:6][CH2:7][CH2:8][CH2:9][CH2:10][CH2:11][C:12]#[N:13])[CH3:3].[CH2:15]([OH:17])[CH3:16]. Given the product [CH2:2]([O:4][C:5](=[O:14])[CH2:6][CH2:7][CH2:8][CH2:9][CH2:10][CH2:11][C:12]([O:17][CH2:15][CH3:16])=[NH:13])[CH3:3], predict the reactants needed to synthesize it. (6) Given the product [O:14]1[C:18]2([CH2:19][CH2:20][CH:21]([CH:24]3[CH2:29][CH2:28][C:27]([C:3]4[CH:8]=[CH:7][C:6]([O:9][CH2:10][CH3:11])=[C:5]([F:12])[C:4]=4[F:13])([OH:30])[CH2:26][CH2:25]3)[CH2:22][CH2:23]2)[O:17][CH2:16][CH2:15]1, predict the reactants needed to synthesize it. The reactants are: [Mg].Br[C:3]1[CH:8]=[CH:7][C:6]([O:9][CH2:10][CH3:11])=[C:5]([F:12])[C:4]=1[F:13].[O:14]1[C:18]2([CH2:23][CH2:22][CH:21]([CH:24]3[CH2:29][CH2:28][C:27](=[O:30])[CH2:26][CH2:25]3)[CH2:20][CH2:19]2)[O:17][CH2:16][CH2:15]1.[Cl-].[NH4+]. (7) Given the product [CH2:1]([S:8]([NH:11][C:12]([CH:14]1[CH2:19][CH2:18][NH:17][CH2:16][CH2:15]1)=[O:13])(=[O:9])=[O:10])[C:2]1[CH:3]=[CH:4][CH:5]=[CH:6][CH:7]=1, predict the reactants needed to synthesize it. The reactants are: [CH2:1]([S:8]([NH:11][C:12]([CH:14]1[CH2:19][CH2:18][N:17](C(OC(C)(C)C)=O)[CH2:16][CH2:15]1)=[O:13])(=[O:10])=[O:9])[C:2]1[CH:7]=[CH:6][CH:5]=[CH:4][CH:3]=1.C(O)=O. (8) Given the product [CH3:1][O:2][C:3](=[O:16])[CH2:4][CH:5]1[C:9]2[CH:10]=[C:11]([CH3:15])[C:12]([OH:14])=[CH:13][C:8]=2[O:7][CH2:6]1, predict the reactants needed to synthesize it. The reactants are: [CH3:1][O:2][C:3](=[O:16])[CH2:4][C:5]1[C:9]2[CH:10]=[C:11]([CH3:15])[C:12]([OH:14])=[CH:13][C:8]=2[O:7][CH:6]=1. (9) Given the product [CH3:18][O:17][CH:5]([CH2:6][C:7]1[CH:8]=[CH:9][C:10]([O:13][CH2:14][CH2:15][O:33][C:30]2[CH:29]=[CH:28][C:27]([O:20][C:21]3[CH:26]=[CH:25][CH:24]=[CH:23][CH:22]=3)=[CH:32][CH:31]=2)=[CH:11][CH:12]=1)[C:4]([OH:3])=[O:19], predict the reactants needed to synthesize it. The reactants are: C([O:3][C:4](=[O:19])[C@@H:5]([O:17][CH3:18])[CH2:6][C:7]1[CH:12]=[CH:11][C:10]([O:13][CH2:14][CH2:15]Br)=[CH:9][CH:8]=1)C.[O:20]([C:27]1[CH:32]=[CH:31][C:30]([OH:33])=[CH:29][CH:28]=1)[C:21]1[CH:26]=[CH:25][CH:24]=[CH:23][CH:22]=1.C1(C2C=CC=CC=2)C=CC(OCCOC2C=CC(C[C@H](OC)C(O)=O)=CC=2)=CC=1.